From a dataset of Full USPTO retrosynthesis dataset with 1.9M reactions from patents (1976-2016). Predict the reactants needed to synthesize the given product. (1) Given the product [CH3:14][N:13]([CH2:15][C:16]1[N:17]([C:21]2[CH:22]=[C:23]([NH:24][C:5](=[O:6])[C:4]3[CH:8]=[CH:9][C:10]([CH3:11])=[C:2]([I:1])[CH:3]=3)[CH:25]=[C:26]([C:28]([F:29])([F:31])[F:30])[CH:27]=2)[CH:18]=[CH:19][N:20]=1)[CH3:12], predict the reactants needed to synthesize it. The reactants are: [I:1][C:2]1[CH:3]=[C:4]([CH:8]=[CH:9][C:10]=1[CH3:11])[C:5](Cl)=[O:6].[CH3:12][N:13]([CH2:15][C:16]1[N:17]([C:21]2[CH:22]=[C:23]([CH:25]=[C:26]([C:28]([F:31])([F:30])[F:29])[CH:27]=2)[NH2:24])[CH:18]=[CH:19][N:20]=1)[CH3:14].CCN(C(C)C)C(C)C. (2) Given the product [CH3:26][O:27][C:28]1[C:29](=[O:56])[C:30]([CH3:55])=[C:31]([CH2:37][C:38]2[CH:39]=[CH:40][C:41]([O:47][CH2:48][C:49]3[CH:50]=[CH:51][CH:52]=[CH:53][CH:54]=3)=[C:42]([CH:46]=2)[C:43]([NH:7][C:6]2[CH:8]=[CH:9][C:3]([O:2][CH3:1])=[CH:4][CH:5]=2)=[O:44])[C:32](=[O:36])[C:33]=1[O:34][CH3:35], predict the reactants needed to synthesize it. The reactants are: [CH3:1][O:2][C:3]1[CH:9]=[CH:8][C:6]([NH2:7])=[CH:5][CH:4]=1.C(N(CC)CC)C.[Cl-].ClC1N(C)CC[NH+]1C.[CH3:26][O:27][C:28]1[C:29](=[O:56])[C:30]([CH3:55])=[C:31]([CH2:37][C:38]2[CH:39]=[CH:40][C:41]([O:47][CH2:48][C:49]3[CH:54]=[CH:53][CH:52]=[CH:51][CH:50]=3)=[C:42]([CH:46]=2)[C:43](O)=[O:44])[C:32](=[O:36])[C:33]=1[O:34][CH3:35]. (3) Given the product [CH3:6][O:5][C:3]([C:2]1[NH:16][C:15]2[C:17]([C:7](=[O:9])[CH:1]=1)=[CH:18][C:12]([Cl:11])=[CH:13][CH:14]=2)=[O:4], predict the reactants needed to synthesize it. The reactants are: [C:1]([C:7]([O:9]C)=O)#[C:2][C:3]([O:5][CH3:6])=[O:4].[Cl:11][C:12]1[CH:18]=[CH:17][C:15]([NH2:16])=[CH:14][CH:13]=1.